This data is from Catalyst prediction with 721,799 reactions and 888 catalyst types from USPTO. The task is: Predict which catalyst facilitates the given reaction. Reactant: [S:1]1[C:5]([NH2:6])=[CH:4][N:3]=[N:2]1.N1C=CC=CC=1.Cl[C:14]([O:16][CH2:17][C:18]([Cl:21])([Cl:20])[Cl:19])=[O:15].O. Product: [S:1]1[C:5]([NH:6][C:14](=[O:15])[O:16][CH2:17][C:18]([Cl:21])([Cl:20])[Cl:19])=[CH:4][N:3]=[N:2]1. The catalyst class is: 7.